This data is from Peptide-MHC class I binding affinity with 185,985 pairs from IEDB/IMGT. The task is: Regression. Given a peptide amino acid sequence and an MHC pseudo amino acid sequence, predict their binding affinity value. This is MHC class I binding data. (1) The peptide sequence is VQTIVFIWFI. The MHC is HLA-A29:02 with pseudo-sequence HLA-A29:02. The binding affinity (normalized) is 0.0834. (2) The peptide sequence is TVMAFHLTTR. The MHC is HLA-A31:01 with pseudo-sequence HLA-A31:01. The binding affinity (normalized) is 0.958.